This data is from Full USPTO retrosynthesis dataset with 1.9M reactions from patents (1976-2016). The task is: Predict the reactants needed to synthesize the given product. (1) The reactants are: [CH:1]1([C:4]2[N:13]=C(NCCNC3C=CC=CC=3)[C:11]3[C:6](=[CH:7][C:8]([O:26][CH3:27])=[C:9]([O:24][CH3:25])[CH:10]=3)[N:5]=2)[CH2:3][CH2:2]1.[CH3:28][O:29][C:30]1[CH:35]=[CH:34][CH:33]=[CH:32][C:31]=1[N:36]([CH3:41])[CH2:37][CH2:38][NH:39][CH3:40].[C:42]1(NCCN)C=CC=CC=1. Given the product [CH:1]1([C:4]2[N:13]=[C:40]([N:39]([CH3:42])[CH2:38][CH2:37][N:36]([C:31]3[CH:32]=[CH:33][CH:34]=[CH:35][C:30]=3[O:29][CH3:28])[CH3:41])[C:11]3[C:6](=[CH:7][C:8]([O:26][CH3:27])=[C:9]([O:24][CH3:25])[CH:10]=3)[N:5]=2)[CH2:2][CH2:3]1, predict the reactants needed to synthesize it. (2) Given the product [CH2:1]([N:8]1[C:12]2[CH:13]=[C:14]([C:24]3[CH:23]=[CH:22][CH:21]=[C:20]([Cl:19])[CH:25]=3)[CH:15]=[CH:16][C:11]=2[NH:10][C:9]1=[O:18])[C:2]1[CH:7]=[CH:6][CH:5]=[CH:4][CH:3]=1, predict the reactants needed to synthesize it. The reactants are: [CH2:1]([N:8]1[C:12]2[CH:13]=[C:14](Br)[CH:15]=[CH:16][C:11]=2[NH:10][C:9]1=[O:18])[C:2]1[CH:7]=[CH:6][CH:5]=[CH:4][CH:3]=1.[Cl:19][C:20]1[CH:21]=[C:22](B(O)O)[CH:23]=[CH:24][CH:25]=1.C(=O)([O-])[O-].[K+].[K+].C(OCC)(=O)C.